From a dataset of Reaction yield outcomes from USPTO patents with 853,638 reactions. Predict the reaction yield, written as a fraction of the theoretical maximum amount of product (1.0 means a 100% yield; for example, 0.34 means a 34% yield). The reactants are [C:1]([C:5]1[CH:10]=[CH:9][CH:8]=[CH:7][N:6]=1)([CH3:4])([CH3:3])[CH3:2].[OH:11]O. The catalyst is CC(O)=O.C(Cl)Cl. The product is [C:1]([C:5]1[CH:10]=[CH:9][CH:8]=[CH:7][N+:6]=1[O-:11])([CH3:4])([CH3:3])[CH3:2]. The yield is 0.715.